The task is: Predict the product of the given reaction.. This data is from Forward reaction prediction with 1.9M reactions from USPTO patents (1976-2016). (1) Given the reactants [NH2:1][C:2]1[CH:7]=[CH:6][CH:5]=[CH:4][C:3]=1[C:8]1[N:16]2[C:11]([S:12][CH2:13][C:14]([C:17]3[CH:22]=[CH:21][C:20]([CH3:23])=[CH:19][CH:18]=3)=[N:15]2)=[N:10][N:9]=1.C=O.[O-][C:27]#N.[BH4-].[Na+], predict the reaction product. The product is: [CH3:27][NH:1][C:2]1[CH:7]=[CH:6][CH:5]=[CH:4][C:3]=1[C:8]1[N:16]2[C:11]([S:12][CH2:13][C:14]([C:17]3[CH:22]=[CH:21][C:20]([CH3:23])=[CH:19][CH:18]=3)=[N:15]2)=[N:10][N:9]=1. (2) Given the reactants [O:1]1[B:6]2[O:7][CH2:8][C:9]3[CH2:10][O:11][CH:12]=[CH:13][C:4]([C:5]=32)=[CH:3][C@H:2]1[CH2:14][NH:15][C:16](=[O:22])[O:17][C:18]([CH3:21])([CH3:20])[CH3:19].C1C(=O)N([I:30])C(=O)C1, predict the reaction product. The product is: [I:30][C:3]1[C@H:2]([CH2:14][NH:15][C:16](=[O:22])[O:17][C:18]([CH3:19])([CH3:21])[CH3:20])[O:1][B:6]2[C:5]3[C:4]=1[CH:13]=[CH:12][O:11][CH2:10][C:9]=3[CH2:8][O:7]2. (3) Given the reactants [F:1][C:2]([F:15])([F:14])[C:3]1[CH:4]=[C:5](Br)[CH:6]=[C:7]([C:9]([F:12])([F:11])[F:10])[CH:8]=1.Cl.[OH:17][C@@H:18]1[CH2:22][CH2:21][NH:20][CH2:19]1.C1(P(C2C=CC=CC=2)C2C=CC3C(=CC=CC=3)C=2C2C3C(=CC=CC=3)C=CC=2P(C2C=CC=CC=2)C2C=CC=CC=2)C=CC=CC=1.C(=O)([O-])[O-].[Cs+].[Cs+], predict the reaction product. The product is: [F:1][C:2]([F:15])([F:14])[C:3]1[CH:4]=[C:5]([N:20]2[CH2:21][CH2:22][C@@H:18]([OH:17])[CH2:19]2)[CH:6]=[C:7]([C:9]([F:12])([F:11])[F:10])[CH:8]=1. (4) Given the reactants CO[C:3]1[CH:13]=[CH:12][CH:11]=[CH:10][C:4]=1[CH:5]=[N:6][CH:7]([CH3:9])[CH3:8].Br[C:15]1[CH:20]=[CH:19][C:18]([F:21])=[CH:17][C:16]=1[CH3:22].[Mg].[NH4+].[Cl-], predict the reaction product. The product is: [F:21][C:18]1[CH:19]=[CH:20][C:15]([C:3]2[CH:13]=[CH:12][CH:11]=[CH:10][C:4]=2[CH:5]=[N:6][CH:7]([CH3:9])[CH3:8])=[C:16]([CH3:22])[CH:17]=1. (5) Given the reactants C([O:4][C:5]1[CH:6]=[C:7]([CH:40]=[CH:41][CH:42]=1)[O:8][C:9]1[CH:39]=[CH:38][C:12]([CH2:13][N:14]([CH2:31][C:32]2[CH:37]=[CH:36][CH:35]=[CH:34][CH:33]=2)[C:15]2[C:16]([CH3:30])=[C:17]([N:21]([S:26]([CH3:29])(=[O:28])=[O:27])[S:22]([CH3:25])(=[O:24])=[O:23])[CH:18]=[CH:19][CH:20]=2)=[CH:11][CH:10]=1)C=C, predict the reaction product. The product is: [CH2:31]([N:14]([CH2:13][C:12]1[CH:11]=[CH:10][C:9]([O:8][C:7]2[CH:40]=[CH:41][CH:42]=[C:5]([OH:4])[CH:6]=2)=[CH:39][CH:38]=1)[C:15]1[C:16]([CH3:30])=[C:17]([N:21]([S:26]([CH3:29])(=[O:27])=[O:28])[S:22]([CH3:25])(=[O:23])=[O:24])[CH:18]=[CH:19][CH:20]=1)[C:32]1[CH:33]=[CH:34][CH:35]=[CH:36][CH:37]=1. (6) The product is: [Cl:2][C:3]1[CH:4]=[C:5]([NH:10][C:11]2[C:16]([NH:17][N:18]=[CH:32][C:31]3[C:30]4[C:25](=[CH:26][CH:27]=[CH:28][CH:29]=4)[NH:24][C:23]=3[CH3:22])=[N:15][C:14]3=[N:19][O:20][N:21]=[C:13]3[N:12]=2)[CH:6]=[CH:7][C:8]=1[F:9]. Given the reactants Cl.[Cl:2][C:3]1[CH:4]=[C:5]([NH:10][C:11]2[C:16]([NH:17][NH2:18])=[N:15][C:14]3=[N:19][O:20][N:21]=[C:13]3[N:12]=2)[CH:6]=[CH:7][C:8]=1[F:9].[CH3:22][C:23]1[NH:24][C:25]2[C:30]([C:31]=1[CH:32]=O)=[CH:29][CH:28]=[CH:27][CH:26]=2, predict the reaction product. (7) Given the reactants [O:1]1[C:6]2[CH:7]=[CH:8][CH:9]=[CH:10][C:5]=2[O:4][CH2:3][CH:2]1[CH2:11][NH2:12].F[C:14]1[CH:22]=[N:21][CH:20]=[CH:19][C:15]=1[C:16]([OH:18])=[O:17], predict the reaction product. The product is: [O:1]1[C:6]2[CH:7]=[CH:8][CH:9]=[CH:10][C:5]=2[O:4][CH2:3][CH:2]1[CH2:11][NH:12][C:19]1[CH:20]=[N:21][CH:22]=[CH:14][C:15]=1[C:16]([OH:18])=[O:17].